From a dataset of Reaction yield outcomes from USPTO patents with 853,638 reactions. Predict the reaction yield, written as a fraction of the theoretical maximum amount of product (1.0 means a 100% yield; for example, 0.34 means a 34% yield). (1) The reactants are [CH2:1]([O:3][C:4](=[O:29])[CH2:5][CH2:6][CH2:7][O:8][C:9]1[CH:14]=[CH:13][CH:12]=[C:11]([CH2:15][CH2:16][CH2:17][CH2:18][CH2:19][CH2:20]O)[C:10]=1[CH2:22][CH2:23][C:24]([O:26][CH2:27][CH3:28])=[O:25])[CH3:2].C(Br)(Br)(Br)[Br:31].C1(P(C2C=CC=CC=2)C2C=CC=CC=2)C=CC=CC=1. The catalyst is ClCCl. The product is [CH2:1]([O:3][C:4](=[O:29])[CH2:5][CH2:6][CH2:7][O:8][C:9]1[CH:14]=[CH:13][CH:12]=[C:11]([CH2:15][CH2:16][CH2:17][CH2:18][CH2:19][CH2:20][Br:31])[C:10]=1[CH2:22][CH2:23][C:24]([O:26][CH2:27][CH3:28])=[O:25])[CH3:2]. The yield is 0.875. (2) The reactants are O=[CH:2][CH2:3][C:4]1[C:13]2[O:12][CH2:11][C:10]3=[C:14]([C:17]([O:19][CH2:20][CH3:21])=[O:18])[N:15]=[CH:16][N:9]3[C:8]=2[CH:7]=[CH:6][CH:5]=1.[CH3:22][C:23]1[CH:32]=[CH:31][C:30]2[C:25](=[CH:26][CH:27]=[CH:28][C:29]=2[N:33]2[CH2:38][CH2:37][NH:36][CH2:35][CH2:34]2)[N:24]=1.C(O[BH-](OC(=O)C)OC(=O)C)(=O)C.[Na+].[Cl:53]CCCl. No catalyst specified. The product is [ClH:53].[ClH:53].[CH3:22][C:23]1[CH:32]=[CH:31][C:30]2[C:25](=[CH:26][CH:27]=[CH:28][C:29]=2[N:33]2[CH2:38][CH2:37][N:36]([CH2:2][CH2:3][C:4]3[C:13]4[O:12][CH2:11][C:10]5=[C:14]([C:17]([O:19][CH2:20][CH3:21])=[O:18])[N:15]=[CH:16][N:9]5[C:8]=4[CH:7]=[CH:6][CH:5]=3)[CH2:35][CH2:34]2)[N:24]=1. The yield is 0.700. (3) The reactants are [CH:1]1([CH2:4][NH2:5])[CH2:3][CH2:2]1.[N+:6]([C:9]1[CH:10]=[C:11]([S:15](Cl)(=[O:17])=[O:16])[CH:12]=[CH:13][CH:14]=1)([O-:8])=[O:7].C(N(CC)CC)C.O. The catalyst is O1CCOCC1. The product is [N+:6]([C:9]1[CH:10]=[C:11]([S:15]([NH:5][CH2:4][CH:1]2[CH2:3][CH2:2]2)(=[O:17])=[O:16])[CH:12]=[CH:13][CH:14]=1)([O-:8])=[O:7]. The yield is 0.890. (4) The reactants are [Br:1][C:2]1[CH:3]=[C:4]2[C:8](=[CH:9][CH:10]=1)[NH:7][C:6](=[O:11])[CH2:5]2.[CH2:12]([N:14]([CH2:29][CH3:30])[CH2:15][CH2:16][NH:17][C:18]([C:20]1[C:24]([CH3:25])=[C:23]([CH:26]=O)[NH:22][C:21]=1[CH3:28])=[O:19])[CH3:13]. No catalyst specified. The product is [CH2:29]([N:14]([CH2:12][CH3:13])[CH2:15][CH2:16][NH:17][C:18]([C:20]1[C:24]([CH3:25])=[C:23]([CH:26]=[C:5]2[C:4]3[C:8](=[CH:9][CH:10]=[C:2]([Br:1])[CH:3]=3)[NH:7][C:6]2=[O:11])[NH:22][C:21]=1[CH3:28])=[O:19])[CH3:30]. The yield is 0.260. (5) The reactants are [N+:1]([C:4]1[N:9]=[CH:8][C:7]([O:10][C:11]2[CH:16]=[CH:15][N:14]=[C:13]([NH:17][C:18](=[O:21])[CH2:19][CH3:20])[CH:12]=2)=[CH:6][CH:5]=1)([O-])=O.[NH4+].[Cl-]. The catalyst is CO.C1COCC1.[Zn]. The product is [NH2:1][C:4]1[N:9]=[CH:8][C:7]([O:10][C:11]2[CH:16]=[CH:15][N:14]=[C:13]([NH:17][C:18](=[O:21])[CH2:19][CH3:20])[CH:12]=2)=[CH:6][CH:5]=1. The yield is 2.22. (6) The reactants are C(I)(C)C.II.[Mg].Br[C:9]1[CH:10]=[CH:11][C:12]2[O:16][CH:15]=[CH:14][C:13]=2[CH:17]=1.[S:18](Cl)([Cl:21])(=[O:20])=[O:19]. The catalyst is O1CCCC1. The product is [O:16]1[C:12]2[CH:11]=[CH:10][C:9]([S:18]([Cl:21])(=[O:20])=[O:19])=[CH:17][C:13]=2[CH:14]=[CH:15]1. The yield is 0.150.